From a dataset of Forward reaction prediction with 1.9M reactions from USPTO patents (1976-2016). Predict the product of the given reaction. (1) Given the reactants [CH2:1]1[CH:5]2[CH2:6][C:7]3[NH:8][C:9]4[C:14]([C:15]=3[CH2:16][N:4]2[CH2:3][CH2:2]1)=[CH:13][CH:12]=[CH:11][N:10]=4.[H-].[Na+].[O:19]1[CH2:21][CH:20]1[C:22]1[CH:27]=[CH:26][N:25]=[CH:24][CH:23]=1, predict the reaction product. The product is: [N:25]1[CH:26]=[CH:27][C:22]([CH:20]([OH:19])[CH2:21][N:8]2[C:7]3[CH2:6][CH:5]4[N:4]([CH2:3][CH2:2][CH2:1]4)[CH2:16][C:15]=3[C:14]3[CH:13]=[CH:12][CH:11]=[N:10][C:9]2=3)=[CH:23][CH:24]=1. (2) Given the reactants Br[CH2:2][C:3]1[N:13]([CH2:14][CH2:15][C:16]2[CH:21]=[CH:20][C:19]([Cl:22])=[CH:18][CH:17]=2)[C:6]2[N:7]=[C:8]([C:11]#[N:12])[N:9]=[CH:10][C:5]=2[CH:4]=1.[F:23][C:24]1[CH:29]=[C:28]([F:30])[CH:27]=[CH:26][C:25]=1[OH:31].C(=O)([O-])[O-].[K+].[K+], predict the reaction product. The product is: [Cl:22][C:19]1[CH:20]=[CH:21][C:16]([CH2:15][CH2:14][N:13]2[C:6]3[N:7]=[C:8]([C:11]#[N:12])[N:9]=[CH:10][C:5]=3[CH:4]=[C:3]2[CH2:2][O:31][C:25]2[CH:26]=[CH:27][C:28]([F:30])=[CH:29][C:24]=2[F:23])=[CH:17][CH:18]=1. (3) Given the reactants [Br:1][C:2]1[CH:18]=[CH:17][C:5]2[C:6]3[N:7]=[C:8]([C:14]([NH2:16])=O)[S:9][C:10]=3[CH2:11][CH2:12][O:13][C:4]=2[CH:3]=1.CO[C:21](OC)(N(C)C)[CH3:22].Cl.[CH:29]([NH:32][NH2:33])([CH3:31])[CH3:30], predict the reaction product. The product is: [Br:1][C:2]1[CH:18]=[CH:17][C:5]2[C:6]3[N:7]=[C:8]([C:14]4[N:32]([CH:29]([CH3:31])[CH3:30])[N:33]=[C:21]([CH3:22])[N:16]=4)[S:9][C:10]=3[CH2:11][CH2:12][O:13][C:4]=2[CH:3]=1. (4) Given the reactants [CH:1]([O:4][C:5]1[C:14]2[C:9](=[CH:10][C:11]([CH2:15]OS(C)(=O)=O)=[CH:12][CH:13]=2)[CH:8]=[C:7]([NH:21][C:22]2[CH:26]=[C:25]([CH3:27])[N:24](S(C)(=O)=O)[N:23]=2)[N:6]=1)([CH3:3])[CH3:2].[NH:32]1[CH2:36][CH2:35][CH2:34][CH:33]1[C:37]([NH2:39])=[O:38].CCN(CC)CC, predict the reaction product. The product is: [CH:1]([O:4][C:5]1[C:14]2[C:9](=[CH:10][C:11]([CH2:15][N:32]3[CH2:36][CH2:35][CH2:34][CH:33]3[C:37]([NH2:39])=[O:38])=[CH:12][CH:13]=2)[CH:8]=[C:7]([NH:21][C:22]2[CH:26]=[C:25]([CH3:27])[NH:24][N:23]=2)[N:6]=1)([CH3:2])[CH3:3]. (5) Given the reactants [N+:1]([C:4]1[CH:24]=[CH:23][C:22]([N:25]2[CH2:30][CH2:29][CH2:28][CH2:27][CH2:26]2)=[CH:21][C:5]=1[C:6]([NH:8][C:9]1[CH:10]=[N:11][C:12]([C:15]2[CH:20]=[CH:19][CH:18]=[CH:17][CH:16]=2)=[N:13][CH:14]=1)=[O:7])([O-])=O, predict the reaction product. The product is: [NH2:1][C:4]1[CH:24]=[CH:23][C:22]([N:25]2[CH2:30][CH2:29][CH2:28][CH2:27][CH2:26]2)=[CH:21][C:5]=1[C:6]([NH:8][C:9]1[CH:10]=[N:11][C:12]([C:15]2[CH:16]=[CH:17][CH:18]=[CH:19][CH:20]=2)=[N:13][CH:14]=1)=[O:7]. (6) Given the reactants C(OC([N:8]1[CH2:12][CH2:11][CH2:10][C@@H:9]1[C:13]([N:15]1[CH2:20][CH2:19][CH:18]([F:21])[CH2:17][CH2:16]1)=[O:14])=O)(C)(C)C.C(O)(C(F)(F)F)=O, predict the reaction product. The product is: [F:21][CH:18]1[CH2:17][CH2:16][N:15]([C:13]([C@H:9]2[CH2:10][CH2:11][CH2:12][NH:8]2)=[O:14])[CH2:20][CH2:19]1. (7) Given the reactants [OH:1][C:2]1[CH:11]=[C:10]2[C:5]([CH:6]=[C:7]([S:16](Cl)(=[O:18])=[O:17])[CH:8]=[C:9]2[S:12](Cl)(=[O:14])=[O:13])=[CH:4][CH:3]=1.[NH2:20][C:21]1[CH:26]=[CH:25][CH:24]=[C:23]([CH3:27])[CH:22]=1, predict the reaction product. The product is: [C:23]1([CH3:27])[CH:24]=[CH:25][CH:26]=[C:21]([NH:20][S:12]([C:9]2[C:10]3[C:5](=[CH:4][CH:3]=[C:2]([OH:1])[CH:11]=3)[CH:6]=[C:7]([S:16]([NH:20][C:21]3[CH:22]=[C:23]([CH3:27])[CH:24]=[CH:25][CH:26]=3)(=[O:18])=[O:17])[CH:8]=2)(=[O:14])=[O:13])[CH:22]=1. (8) Given the reactants [O:1]([CH2:8][C:9]1[CH:18]=[C:12]2[C:13](=[O:17])[NH:14][CH2:15][CH2:16][N:11]2[N:10]=1)[C:2]1[CH:7]=[CH:6][CH:5]=[CH:4][CH:3]=1.Br[C:20]1[CH:25]=[CH:24][C:23]([F:26])=[CH:22][C:21]=1[F:27].CNCCNC.C([O-])([O-])=O.[K+].[K+], predict the reaction product. The product is: [F:26][C:23]1[CH:22]=[C:21]([F:27])[CH:20]=[CH:25][C:24]=1[N:14]1[CH2:15][CH2:16][N:11]2[N:10]=[C:9]([CH2:8][O:1][C:2]3[CH:3]=[CH:4][CH:5]=[CH:6][CH:7]=3)[CH:18]=[C:12]2[C:13]1=[O:17]. (9) Given the reactants [F:1][C:2]1[CH:8]=[C:7]([F:9])[CH:6]=[CH:5][C:3]=1[NH2:4].Cl[C:11]1[C:20]([C:21](=[O:32])[C:22](=[CH:28]N(C)C)[C:23]([O:25][CH2:26][CH3:27])=[O:24])=[CH:19][C:18]2[C:13](=[C:14]([F:35])[C:15]([F:34])=[C:16]([F:33])[CH:17]=2)[N:12]=1, predict the reaction product. The product is: [F:1][C:2]1[CH:8]=[C:7]([F:9])[CH:6]=[CH:5][C:3]=1[N:4]1[C:11]2[N:12]=[C:13]3[C:14]([F:35])=[C:15]([F:34])[C:16]([F:33])=[CH:17][C:18]3=[CH:19][C:20]=2[C:21](=[O:32])[C:22]([C:23]([O:25][CH2:26][CH3:27])=[O:24])=[CH:28]1. (10) Given the reactants [Cl:1][C:2]1[CH:7]=[CH:6][C:5]([C:8]2[N:13]=[CH:12][C:11]([C:14]([O:16]C)=[O:15])=[CH:10][N:9]=2)=[CH:4][CH:3]=1.[Li+].[OH-], predict the reaction product. The product is: [Cl:1][C:2]1[CH:3]=[CH:4][C:5]([C:8]2[N:9]=[CH:10][C:11]([C:14]([OH:16])=[O:15])=[CH:12][N:13]=2)=[CH:6][CH:7]=1.